From a dataset of Reaction yield outcomes from USPTO patents with 853,638 reactions. Predict the reaction yield, written as a fraction of the theoretical maximum amount of product (1.0 means a 100% yield; for example, 0.34 means a 34% yield). (1) The reactants are [NH2:1][CH:2]([CH2:13][O:14][CH:15]([F:17])[F:16])[C:3]([NH:5][CH2:6][C:7]1[CH:12]=[CH:11][CH:10]=[CH:9][CH:8]=1)=[O:4].C(N(CC)CC)C.[CH:25](=[O:27])[CH3:26]. The catalyst is C1COCC1.C(OCC)(=O)C. The product is [C:25]([NH:1][CH:2]([CH2:13][O:14][CH:15]([F:16])[F:17])[C:3]([NH:5][CH2:6][C:7]1[CH:12]=[CH:11][CH:10]=[CH:9][CH:8]=1)=[O:4])(=[O:27])[CH3:26]. The yield is 0.590. (2) The reactants are Br[CH2:2][C:3]1[NH:8][C:7]([C:9]2[S:10][CH:11]=[CH:12][N:13]=2)=[N:6][CH:5]([C:14]2[CH:19]=[CH:18][C:17]([Cl:20])=[CH:16][C:15]=2[Cl:21])[C:4]=1[C:22]([O:24][CH2:25][CH3:26])=[O:23].Cl.[NH:28]1[CH2:33][CH2:32][O:31][CH:30]([CH2:34][C:35]([OH:37])=[O:36])[CH2:29]1. No catalyst specified. The product is [Cl:21][C:15]1[CH:16]=[C:17]([Cl:20])[CH:18]=[CH:19][C:14]=1[CH:5]1[N:6]=[C:7]([C:9]2[S:10][CH:11]=[CH:12][N:13]=2)[NH:8][C:3]([CH2:2][N:28]2[CH2:33][CH2:32][O:31][CH:30]([CH2:34][C:35]([OH:37])=[O:36])[CH2:29]2)=[C:4]1[C:22]([O:24][CH2:25][CH3:26])=[O:23]. The yield is 0.490. (3) The reactants are Cl.C(O)C.[NH2:5][C:6]1[C:7]2[C:8]3[C:9](=[N:21][N:22]([CH2:24][C:25]4[C:30]([Cl:31])=[C:29]([O:32][CH3:33])[C:28]([CH3:34])=[CH:27][N:26]=4)[N:23]=2)[CH:10]=[C:11]([CH2:16][C:17]([NH:19][CH3:20])=[O:18])[C:12]=3[CH2:13][S:14][N:15]=1. The catalyst is O. The product is [ClH:31].[NH2:5][C:6]1[C:7]2[C:8]3[C:9](=[N:21][N:22]([CH2:24][C:25]4[C:30]([Cl:31])=[C:29]([O:32][CH3:33])[C:28]([CH3:34])=[CH:27][N:26]=4)[N:23]=2)[CH:10]=[C:11]([CH2:16][C:17]([NH:19][CH3:20])=[O:18])[C:12]=3[CH2:13][S:14][N:15]=1. The yield is 0.930. (4) The reactants are [Li].[C:2](#[N:9])[C:3]1[CH:8]=[CH:7][CH:6]=[CH:5][CH:4]=1.CC(O)(C)C.[CH2:15]([O:22][C:23](=[O:26])[CH2:24]Br)[C:16]1[CH:21]=[CH:20][CH:19]=[CH:18][CH:17]=1.[Cl-].[NH4+]. The catalyst is N.C1COCC1. The product is [CH2:15]([O:22][C:23](=[O:26])[CH2:24][C:3]1([C:2]#[N:9])[CH:8]=[CH:7][CH2:6][CH:5]=[CH:4]1)[C:16]1[CH:21]=[CH:20][CH:19]=[CH:18][CH:17]=1. The yield is 0.730. (5) The reactants are S(Cl)(Cl)=O.Cl.[N:6]1[CH:11]=[CH:10][C:9]([CH2:12][C:13]([OH:15])=[O:14])=[CH:8][CH:7]=1.C(=O)(O)[O-].[Na+].[CH3:21][CH2:22]O. No catalyst specified. The product is [N:6]1[CH:11]=[CH:10][C:9]([CH2:12][C:13]([O:15][CH2:21][CH3:22])=[O:14])=[CH:8][CH:7]=1. The yield is 0.862.